Dataset: Forward reaction prediction with 1.9M reactions from USPTO patents (1976-2016). Task: Predict the product of the given reaction. (1) Given the reactants [BrH:1].C(O)(=O)C.[F:6][C:7]1[CH:12]=[C:11]([F:13])[CH:10]=[CH:9][C:8]=1[C:14](=O)[CH2:15][S:16][C:17]#[N:18].O, predict the reaction product. The product is: [Br:1][C:17]1[S:16][CH:15]=[C:14]([C:8]2[CH:9]=[CH:10][C:11]([F:13])=[CH:12][C:7]=2[F:6])[N:18]=1. (2) The product is: [C:1]([NH:4][C@:5]1([C@@H:60]([CH2:62][CH3:63])[CH3:61])[CH2:9][CH2:8][N:7]([C@@H:10]([CH2:51][CH2:52][C:53]2[CH:54]=[CH:55][CH:56]=[CH:57][CH:58]=2)[C:11]([NH:13][C@@H:14]([CH2:42][C:43]2[CH:44]=[C:45]([F:50])[CH:46]=[C:47]([F:49])[CH:48]=2)[C@H:15]([OH:16])[C@H:17]2[CH2:21][C@H:20]([O:22][C:23]3[CH:24]=[CH:25][CH:26]=[CH:27][CH:28]=3)[CH2:19][NH:18]2)=[O:12])[C:6]1=[O:59])(=[O:3])[CH3:2]. Given the reactants [C:1]([NH:4][C@:5]1([C@@H:60]([CH2:62][CH3:63])[CH3:61])[CH2:9][CH2:8][N:7]([C@@H:10]([CH2:51][CH2:52][C:53]2[CH:58]=[CH:57][CH:56]=[CH:55][CH:54]=2)[C:11]([NH:13][C@@H:14]([CH2:42][C:43]2[CH:48]=[C:47]([F:49])[CH:46]=[C:45]([F:50])[CH:44]=2)[C@@H:15]([C@H:17]2[CH2:21][C@H:20]([O:22][C:23]3[CH:28]=[CH:27][CH:26]=[CH:25][CH:24]=3)[CH2:19][N:18]2C(C2C=CC=CC=2)C2C=CC=CC=2)[OH:16])=[O:12])[C:6]1=[O:59])(=[O:3])[CH3:2].C(N[C@]1([C@@H](CC)C)CCN([C@@H](CCC2C=CC=CC=2)C(O)=O)C1=O)(=O)C.CN(C(ON1N=NC2C=CC=NC1=2)=[N+](C)C)C.F[P-](F)(F)(F)(F)F.N[C@@H](CC1C=C(F)C=C(F)C=1)[C@@H]([C@H]1C[C@H](OC2C=CC=CC=2)CN1C(C1C=CC=CC=1)C1C=CC=CC=1)O.CN1CCOCC1, predict the reaction product. (3) The product is: [ClH:1].[Cl:1][C:2]1[CH:3]=[C:4]([N:9]([CH:14]2[CH2:19][CH2:18][N:17]([CH2:21][C:22]3[CH:23]=[C:24]4[C:29](=[CH:30][CH:31]=3)[O:28][C:27](=[O:32])[CH:26]=[CH:25]4)[CH2:16][CH2:15]2)[C:10](=[O:13])[CH2:11][CH3:12])[CH:5]=[CH:6][C:7]=1[Cl:8]. Given the reactants [Cl:1][C:2]1[CH:3]=[C:4]([N:9]([CH:14]2[CH2:19][CH2:18][NH:17][CH2:16][CH2:15]2)[C:10](=[O:13])[CH2:11][CH3:12])[CH:5]=[CH:6][C:7]=1[Cl:8].Br[CH2:21][C:22]1[CH:23]=[C:24]2[C:29](=[CH:30][CH:31]=1)[O:28][C:27](=[O:32])[CH:26]=[CH:25]2.C(N(C(C)C)CC)(C)C.Cl, predict the reaction product. (4) Given the reactants [Cl:1][C:2]1[CH:7]=[CH:6][C:5]([N:8]=[C:9]=[S:10])=[CH:4][CH:3]=1.[CH3:11][CH:12]1[CH2:17][NH:16][CH2:15][CH2:14][NH:13]1, predict the reaction product. The product is: [Cl:1][C:2]1[CH:7]=[CH:6][C:5]([NH:8][C:9]([N:16]2[CH2:15][CH2:14][NH:13][CH:12]([CH3:11])[CH2:17]2)=[S:10])=[CH:4][CH:3]=1. (5) The product is: [Cl:1][C:2]1[C:7]([Cl:8])=[CH:6][C:5]2[NH:9][C:18]([CH:19]([O:26][CH:27]3[CH2:32][CH2:31][N:30]([CH3:33])[CH2:29][CH2:28]3)[C:20]3[CH:25]=[CH:24][CH:23]=[CH:22][CH:21]=3)=[N:10][C:4]=2[CH:3]=1. Given the reactants [Cl:1][C:2]1[CH:3]=[C:4]([NH2:10])[C:5]([NH2:9])=[CH:6][C:7]=1[Cl:8].C[Al](C)C.C(O[C:18](=O)[CH:19]([O:26][CH:27]1[CH2:32][CH2:31][N:30]([CH3:33])[CH2:29][CH2:28]1)[C:20]1[CH:25]=[CH:24][CH:23]=[CH:22][CH:21]=1)C.[OH-].[Na+], predict the reaction product. (6) Given the reactants [N:1]#[C:2][NH2:3].[CH3:4][S:5][CH:6]([C:8]1[CH:9]=[N:10][C:11]([C:14]([F:17])([F:16])[F:15])=[CH:12][CH:13]=1)[CH3:7].Cl[O-].[Ca+2].Cl[O-].S(S([O-])=O)([O-])(=O)=O.[Na+].[Na+], predict the reaction product. The product is: [C:2]([N:3]=[S:5]([CH:6]([C:8]1[CH:9]=[N:10][C:11]([C:14]([F:17])([F:16])[F:15])=[CH:12][CH:13]=1)[CH3:7])[CH3:4])#[N:1].